From a dataset of Forward reaction prediction with 1.9M reactions from USPTO patents (1976-2016). Predict the product of the given reaction. (1) Given the reactants [N:1]1[C:5]2[CH:6]=[CH:7][C:8]([CH:10]=O)=[CH:9][C:4]=2[NH:3][CH:2]=1.[C:12]1([CH2:18][CH2:19][NH2:20])[CH:17]=[CH:16][CH:15]=[CH:14][CH:13]=1.[BH-](OC(C)=O)(OC(C)=O)OC(C)=O.[Na+].CC(O)=O, predict the reaction product. The product is: [NH:1]1[C:5]2[CH:6]=[CH:7][C:8]([CH2:10][NH:20][CH2:19][CH2:18][C:12]3[CH:17]=[CH:16][CH:15]=[CH:14][CH:13]=3)=[CH:9][C:4]=2[N:3]=[CH:2]1. (2) Given the reactants [C:1](/[C:3](=[C:9](\OCC)/[CH3:10])/[C:4]([O:6][CH2:7][CH3:8])=[O:5])#[N:2].Cl.[CH:15]1([NH:20][NH2:21])[CH2:19][CH2:18][CH2:17][CH2:16]1.CCN(CC)CC, predict the reaction product. The product is: [NH2:2][C:1]1[N:20]([CH:15]2[CH2:19][CH2:18][CH2:17][CH2:16]2)[N:21]=[C:9]([CH3:10])[C:3]=1[C:4]([O:6][CH2:7][CH3:8])=[O:5]. (3) Given the reactants C(NC1C=CC(C2C=C3C(CN([C@@H](C(C)C)C(O)=O)C3=O)=CC=2)=CC=1)(=O)C1C=CC=CC=1.C[O:34][C:35](=[O:66])[C@@H:36]([N:40]1[CH2:48][C:47]2[C:42](=[CH:43][C:44]([C:49]3[CH:54]=[CH:53][C:52]([NH:55][C:56](=[O:64])[C:57]4[CH:62]=[CH:61][CH:60]=[N:59][C:58]=4[Cl:63])=[CH:51][CH:50]=3)=[CH:45][CH:46]=2)[C:41]1=[O:65])[CH:37]([CH3:39])[CH3:38], predict the reaction product. The product is: [Cl:63][C:58]1[N:59]=[CH:60][CH:61]=[CH:62][C:57]=1[C:56]([NH:55][C:52]1[CH:51]=[CH:50][C:49]([C:44]2[CH:43]=[C:42]3[C:47]([CH2:48][N:40]([C@@H:36]([CH:37]([CH3:39])[CH3:38])[C:35]([OH:66])=[O:34])[C:41]3=[O:65])=[CH:46][CH:45]=2)=[CH:54][CH:53]=1)=[O:64]. (4) Given the reactants [Cl:1][C:2]1[N:3]=[C:4](Cl)[C:5]2[CH2:10][CH2:9][CH2:8][C:6]=2[N:7]=1.[CH2:12]([O:15][C:16]([C:19]1[CH:23]=[C:22]([NH2:24])[NH:21][N:20]=1)([CH3:18])[CH3:17])[CH:13]=[CH2:14].CCN(C(C)C)C(C)C, predict the reaction product. The product is: [CH2:12]([O:15][C:16]([C:19]1[CH:23]=[C:22]([NH:24][C:4]2[C:5]3[CH2:10][CH2:9][CH2:8][C:6]=3[N:7]=[C:2]([Cl:1])[N:3]=2)[NH:21][N:20]=1)([CH3:18])[CH3:17])[CH:13]=[CH2:14]. (5) Given the reactants [OH:1][C:2]1[CH:3]=[C:4]([CH:9]=[CH:10][C:11]([OH:13])=O)[CH:5]=[CH:6][C:7]=1[OH:8].C(Cl)(=O)C(Cl)=O.[CH:20]([NH2:23])([CH3:22])[CH3:21].C(N(CC)CC)C, predict the reaction product. The product is: [OH:1][C:2]1[CH:3]=[C:4](/[CH:9]=[CH:10]/[C:11]([NH:23][CH:20]([CH3:22])[CH3:21])=[O:13])[CH:5]=[CH:6][C:7]=1[OH:8]. (6) Given the reactants [CH3:1][O:2][C:3]1[CH:26]=[C:25]([O:27][CH3:28])[CH:24]=[CH:23][C:4]=1[CH2:5][N:6]1[C:18](=[O:19])[C:17]2[C:16]([OH:20])=[C:15]3[C:10]([CH:11]=[CH:12][CH:13]=[N:14]3)=[C:9]([OH:21])[C:8]=2[C:7]1=[O:22].[OH-].[Na+].[CH2:31]([O:33][C:34](Cl)=[O:35])[CH3:32].[C:37]1([CH:43]([C:46]2[CH:51]=[CH:50][CH:49]=[CH:48][CH:47]=2)[N+]#N)[CH:42]=[CH:41][CH:40]=[CH:39][CH:38]=1, predict the reaction product. The product is: [CH2:31]([O:33][C:34](=[O:35])[O:21][C:9]1[C:8]2[C:7](=[O:22])[N:6]([CH2:5][C:4]3[CH:23]=[CH:24][C:25]([O:27][CH3:28])=[CH:26][C:3]=3[O:2][CH3:1])[C:18](=[O:19])[C:17]=2[C:16]([O:20][CH:43]([C:37]2[CH:42]=[CH:41][CH:40]=[CH:39][CH:38]=2)[C:46]2[CH:51]=[CH:50][CH:49]=[CH:48][CH:47]=2)=[C:15]2[C:10]=1[CH:11]=[CH:12][CH:13]=[N:14]2)[CH3:32]. (7) Given the reactants [Cl:1][C:2]1[CH:3]=[C:4]([S:17]([NH2:20])(=[O:19])=[O:18])[CH:5]=[N:6][C:7]=1[O:8][CH2:9][C:10]1([F:16])[CH2:15][CH2:14][NH:13][CH2:12][CH2:11]1.[CH3:21][N:22]([CH3:27])[CH2:23][C:24](Cl)=[O:25].Cl.C(=O)([O-])[O-].[Na+].[Na+], predict the reaction product. The product is: [Cl:1][C:2]1[CH:3]=[C:4]([S:17]([NH2:20])(=[O:19])=[O:18])[CH:5]=[N:6][C:7]=1[O:8][CH2:9][C:10]1([F:16])[CH2:15][CH2:14][N:13]([C:24](=[O:25])[CH2:23][N:22]([CH3:27])[CH3:21])[CH2:12][CH2:11]1. (8) Given the reactants COC1C=C(C[C@H]([C@H](CO)CC2C=CC(O)=C(OC)C=2)CO)C=CC=1O.[CH3:27][O:28][C:29]1[CH:30]=[C:31]([CH2:36][C@@H:37]2[C@H:41]([CH2:42][OH:43])[C@@H:40]([C:44]3[CH:45]=[CH:46][C:47]([OH:51])=[C:48]([OH:50])[CH:49]=3)[O:39][CH2:38]2)[CH:32]=[CH:33][C:34]=1[OH:35], predict the reaction product. The product is: [CH3:27][O:28][C:29]1[CH:30]=[C:31]2[CH2:36][C@@H:37]([CH2:38][OH:39])[C@H:41]([CH2:42][OH:43])[C@@H:40]([C:44]3[CH:45]=[CH:46][C:47]([OH:51])=[C:48]([OH:50])[CH:49]=3)[C:32]2=[CH:33][C:34]=1[OH:35]. (9) Given the reactants Cl[C:2]1[N:7]=[C:6]([NH:8][C:9]2[CH:14]=[CH:13][CH:12]=[C:11]([OH:15])[CH:10]=2)[C:5]([F:16])=[CH:4][N:3]=1.[Cl:17][C:18]1[CH:19]=[C:20]([CH:22]=[C:23]([Cl:26])[C:24]=1[OH:25])[NH2:21], predict the reaction product. The product is: [F:16][C:5]1[C:6]([NH:8][C:9]2[CH:14]=[CH:13][CH:12]=[C:11]([OH:15])[CH:10]=2)=[N:7][C:2]([NH:21][C:20]2[CH:19]=[C:18]([Cl:17])[C:24]([OH:25])=[C:23]([Cl:26])[CH:22]=2)=[N:3][CH:4]=1. (10) Given the reactants C([Si](C)(C)[O:6][C:7]1[CH:12]=[CH:11][C:10]([O:13][CH2:14][CH:15]2[CH2:17][O:16]2)=[CH:9][CH:8]=1)(C)(C)C.[C:20]1([C:26]2[C:34]3[C:33]([N:35]4[CH2:40][CH2:39][CH:38]([NH2:41])[CH2:37][CH2:36]4)=[N:32][CH:31]=[N:30][C:29]=3[S:28][CH:27]=2)[CH:25]=[CH:24][CH:23]=[CH:22][CH:21]=1, predict the reaction product. The product is: [OH:16][CH:15]([CH2:17][NH:41][CH:38]1[CH2:39][CH2:40][N:35]([C:33]2[C:34]3[C:26]([C:20]4[CH:25]=[CH:24][CH:23]=[CH:22][CH:21]=4)=[CH:27][S:28][C:29]=3[N:30]=[CH:31][N:32]=2)[CH2:36][CH2:37]1)[CH2:14][O:13][C:10]1[CH:9]=[CH:8][C:7]([OH:6])=[CH:12][CH:11]=1.